From a dataset of Forward reaction prediction with 1.9M reactions from USPTO patents (1976-2016). Predict the product of the given reaction. (1) Given the reactants [CH2:1]([NH:8][C:9]([C:11]1[S:15][C:14]([C:16]2[CH:21]=[N:20][CH:19]=[C:18](/[CH:22]=[CH:23]/[C:24]3[CH:29]=[CH:28][C:27]([F:30])=[CH:26][CH:25]=3)[N:17]=2)=[N:13][C:12]=1[CH3:31])=[O:10])[C:2]1[CH:7]=[CH:6][CH:5]=[CH:4][CH:3]=1, predict the reaction product. The product is: [CH2:1]([NH:8][C:9]([C:11]1[S:15][C:14]([C:16]2[CH:21]=[N:20][CH:19]=[C:18]([CH2:22][CH2:23][C:24]3[CH:29]=[CH:28][C:27]([F:30])=[CH:26][CH:25]=3)[N:17]=2)=[N:13][C:12]=1[CH3:31])=[O:10])[C:2]1[CH:7]=[CH:6][CH:5]=[CH:4][CH:3]=1. (2) Given the reactants [NH2:1][CH:2]([C:10]1[C:15]([O:16][CH3:17])=[CH:14][CH:13]=[CH:12][C:11]=1[O:18][CH3:19])[CH2:3][CH2:4][CH2:5][C:6]([O:8]C)=O.[C:20]1([C:26]2[CH:27]=[N:28][CH:29]=[C:30]([CH:33]=2)[CH:31]=O)[CH:25]=[CH:24][CH:23]=[CH:22][CH:21]=1, predict the reaction product. The product is: [CH3:19][O:18][C:11]1[CH:12]=[CH:13][CH:14]=[C:15]([O:16][CH3:17])[C:10]=1[CH:2]1[N:1]([CH2:31][C:30]2[CH:29]=[N:28][CH:27]=[C:26]([C:20]3[CH:21]=[CH:22][CH:23]=[CH:24][CH:25]=3)[CH:33]=2)[C:6](=[O:8])[CH2:5][CH2:4][CH2:3]1. (3) Given the reactants ClC1C=CC(B2OC(C)(C)C(C)(C)O2)=C2C=1C(N[S:22]([CH3:25])(=[O:24])=[O:23])=NN2C.[NH2:26][C:27]1[N:31]2[C:32]([CH3:76])=[CH:33][CH:34]=[C:35]([C:36]3[C:37]([C@@H:48]([NH:58][C:59](=[O:75])[CH2:60][N:61]4[C:65]5[C:66]([F:71])([F:70])[C@@H:67]6[CH2:69][C@@H:68]6[C:64]=5[C:63]([CH:72]([F:74])[F:73])=[N:62]4)[CH2:49][C:50]4[CH:55]=[C:54]([F:56])[CH:53]=[C:52]([F:57])[CH:51]=4)=[N:38][C:39]([C:42]#[C:43][C:44]([CH3:47])([CH3:46])[CH3:45])=[CH:40][CH:41]=3)[C:30]2=[N:29][N:28]=1, predict the reaction product. The product is: [F:74][CH:72]([F:73])[C:63]1[C:64]2[C@H:68]3[CH2:69][C@H:67]3[C:66]([F:71])([F:70])[C:65]=2[N:61]([CH2:60][C:59]([NH:58][C@H:48]([C:37]2[C:36]([C:35]3[C:30]4[N:31]([C:27]([NH:26][S:22]([CH3:25])(=[O:24])=[O:23])=[N:28][N:29]=4)[C:32]([CH3:76])=[CH:33][CH:34]=3)=[CH:41][CH:40]=[C:39]([C:42]#[C:43][C:44]([CH3:47])([CH3:46])[CH3:45])[N:38]=2)[CH2:49][C:50]2[CH:55]=[C:54]([F:56])[CH:53]=[C:52]([F:57])[CH:51]=2)=[O:75])[N:62]=1. (4) The product is: [CH3:9][O:8][C:7]1[CH:6]=[CH:5][C:4]([NH:10][C:11]2[S:12][CH:13]=[C:14]([C:16]([O:18][CH2:19][CH3:20])=[O:17])[N:15]=2)=[CH:3][C:2]=1[O:1][CH2:28][CH:29]=[C:30]([CH3:32])[CH3:31]. Given the reactants [OH:1][C:2]1[CH:3]=[C:4]([NH:10][C:11]2[S:12][CH:13]=[C:14]([C:16]([O:18][CH2:19][CH3:20])=[O:17])[N:15]=2)[CH:5]=[CH:6][C:7]=1[O:8][CH3:9].C([O-])([O-])=O.[K+].[K+].Br[CH2:28][CH:29]=[C:30]([CH3:32])[CH3:31], predict the reaction product. (5) Given the reactants [Br:1][C:2]1[CH:15]=[C:14]([N+:16]([O-])=O)[C:13]([F:19])=[CH:12][C:3]=1[O:4][C:5]1[CH:10]=[CH:9][N:8]=[C:7]([Cl:11])[CH:6]=1, predict the reaction product. The product is: [Br:1][C:2]1[C:3]([O:4][C:5]2[CH:10]=[CH:9][N:8]=[C:7]([Cl:11])[CH:6]=2)=[CH:12][C:13]([F:19])=[C:14]([CH:15]=1)[NH2:16].